Dataset: Merck oncology drug combination screen with 23,052 pairs across 39 cell lines. Task: Regression. Given two drug SMILES strings and cell line genomic features, predict the synergy score measuring deviation from expected non-interaction effect. (1) Drug 1: O=C(O)C1(Cc2cccc(Nc3nccs3)n2)CCC(Oc2cccc(Cl)c2F)CC1. Drug 2: COC1CC2CCC(C)C(O)(O2)C(=O)C(=O)N2CCCCC2C(=O)OC(C(C)CC2CCC(OP(C)(C)=O)C(OC)C2)CC(=O)C(C)C=C(C)C(O)C(OC)C(=O)C(C)CC(C)C=CC=CC=C1C. Cell line: VCAP. Synergy scores: synergy=20.4. (2) Drug 1: O=S1(=O)NC2(CN1CC(F)(F)F)C1CCC2Cc2cc(C=CCN3CCC(C(F)(F)F)CC3)ccc2C1. Drug 2: CCN(CC)CCNC(=O)c1c(C)[nH]c(C=C2C(=O)Nc3ccc(F)cc32)c1C. Cell line: EFM192B. Synergy scores: synergy=17.2.